The task is: Predict the reaction yield, written as a fraction of the theoretical maximum amount of product (1.0 means a 100% yield; for example, 0.34 means a 34% yield).. This data is from Reaction yield outcomes from USPTO patents with 853,638 reactions. (1) The catalyst is O. The product is [C:3]1([N:13]2[C:17]([OH:21])=[N:16][N:15]=[N:14]2)[C:12]2[C:7](=[CH:8][CH:9]=[CH:10][CH:11]=2)[CH:6]=[CH:5][CH:4]=1. The yield is 0.900. The reactants are [OH-].[Na+].[C:3]1([N:13]2[C:17](S)=[N:16][N:15]=[N:14]2)[C:12]2[C:7](=[CH:8][CH:9]=[CH:10][CH:11]=2)[CH:6]=[CH:5][CH:4]=1.C([OH:21])C.C1OC1C. (2) The reactants are [CH2:1]([O:8][C:9]1[CH:18]=[CH:17][C:16]2[C:11](=[CH:12][CH:13]=[C:14]([O:19][CH3:20])[CH:15]=2)[C:10]=1Br)[C:2]1[CH:7]=[CH:6][CH:5]=[CH:4][CH:3]=1.[N:22]1([CH2:29][CH2:30][O:31][C:32]2[CH:37]=[CH:36][C:35]([OH:38])=[CH:34][CH:33]=2)[CH2:28][CH2:27][CH2:26][CH2:25][CH2:24][CH2:23]1.C(=O)([O-])[O-].[K+].[K+]. The catalyst is [Cu].N1C=CC=CC=1. The product is [CH2:1]([O:8][C:9]1[CH:18]=[CH:17][C:16]2[C:11](=[CH:12][CH:13]=[C:14]([O:19][CH3:20])[CH:15]=2)[C:10]=1[O:38][C:35]1[CH:34]=[CH:33][C:32]([O:31][CH2:30][CH2:29][N:22]2[CH2:28][CH2:27][CH2:26][CH2:25][CH2:24][CH2:23]2)=[CH:37][CH:36]=1)[C:2]1[CH:7]=[CH:6][CH:5]=[CH:4][CH:3]=1. The yield is 0.430. (3) The reactants are [C:1]1([C@H:7]([NH:9][C:10]([C:12]2[CH:17]=[CH:16][CH:15]=[C:14]([C:18]3[C:26]4[C:21](=[CH:22][CH:23]=[C:24]([C:27]5[N:31]=[CH:30][N:29](C(C6C=CC=CC=6)(C6C=CC=CC=6)C6C=CC=CC=6)[N:28]=5)[CH:25]=4)[N:20](C4CCCCO4)[N:19]=3)[CH:13]=2)=[O:11])[CH3:8])[CH:6]=[CH:5][CH:4]=[CH:3][CH:2]=1.Cl.C(=O)(O)[O-].[Na+]. The catalyst is O1CCOCC1. The product is [NH:28]1[C:27]([C:24]2[CH:25]=[C:26]3[C:21](=[CH:22][CH:23]=2)[NH:20][N:19]=[C:18]3[C:14]2[CH:13]=[C:12]([C:10]([NH:9][C@@H:7]([C:1]3[CH:6]=[CH:5][CH:4]=[CH:3][CH:2]=3)[CH3:8])=[O:11])[CH:17]=[CH:16][CH:15]=2)=[N:31][CH:30]=[N:29]1. The yield is 0.390. (4) The reactants are [Br:1][C:2]1[S:6][C:5]([C:7]2[C:12]3=[N:13][S:14][N:15]=[C:11]3[C:10]([C:16]3[S:17][C:18]([Br:21])=[CH:19][CH:20]=3)=[C:9]([N+:22]([O-])=O)[C:8]=2[N+:25]([O-])=O)=[CH:4][CH:3]=1.[CH2:28]([O:34][C:35]1[CH:40]=[CH:39][C:38]([C:41](=O)[C:42]([C:44]2[CH:49]=[CH:48][C:47]([O:50][CH2:51][CH2:52][CH2:53][CH2:54][CH2:55][CH3:56])=[CH:46][CH:45]=2)=O)=[CH:37][CH:36]=1)[CH2:29][CH2:30][CH2:31][CH2:32][CH3:33]. The catalyst is C(O)(=O)C.[Fe]. The product is [Br:1][C:2]1[S:6][C:5]([C:7]2[C:12]3[C:11](=[N:15][S:14][N:13]=3)[C:10]([C:16]3[S:17][C:18]([Br:21])=[CH:19][CH:20]=3)=[C:9]3[C:8]=2[N:25]=[C:41]([C:38]2[CH:37]=[CH:36][C:35]([O:34][CH2:28][CH2:29][CH2:30][CH2:31][CH2:32][CH3:33])=[CH:40][CH:39]=2)[C:42]([C:44]2[CH:49]=[CH:48][C:47]([O:50][CH2:51][CH2:52][CH2:53][CH2:54][CH2:55][CH3:56])=[CH:46][CH:45]=2)=[N:22]3)=[CH:4][CH:3]=1. The yield is 0.510.